From a dataset of NCI-60 drug combinations with 297,098 pairs across 59 cell lines. Regression. Given two drug SMILES strings and cell line genomic features, predict the synergy score measuring deviation from expected non-interaction effect. (1) Drug 1: C1=C(C(=O)NC(=O)N1)N(CCCl)CCCl. Drug 2: CCN(CC)CCNC(=O)C1=C(NC(=C1C)C=C2C3=C(C=CC(=C3)F)NC2=O)C. Cell line: MDA-MB-435. Synergy scores: CSS=2.51, Synergy_ZIP=1.42, Synergy_Bliss=1.75, Synergy_Loewe=-4.04, Synergy_HSA=-2.91. (2) Drug 1: CCN(CC)CCNC(=O)C1=C(NC(=C1C)C=C2C3=C(C=CC(=C3)F)NC2=O)C. Drug 2: C1CC(=O)NC(=O)C1N2C(=O)C3=CC=CC=C3C2=O. Cell line: NCIH23. Synergy scores: CSS=13.6, Synergy_ZIP=3.02, Synergy_Bliss=18.8, Synergy_Loewe=7.23, Synergy_HSA=8.70. (3) Cell line: CAKI-1. Drug 2: CC12CCC3C(C1CCC2=O)CC(=C)C4=CC(=O)C=CC34C. Drug 1: C1CC(=O)NC(=O)C1N2CC3=C(C2=O)C=CC=C3N. Synergy scores: CSS=37.5, Synergy_ZIP=1.27, Synergy_Bliss=1.18, Synergy_Loewe=2.27, Synergy_HSA=2.65. (4) Drug 1: COC1=C(C=C2C(=C1)N=CN=C2NC3=CC(=C(C=C3)F)Cl)OCCCN4CCOCC4. Drug 2: CC1CCC2CC(C(=CC=CC=CC(CC(C(=O)C(C(C(=CC(C(=O)CC(OC(=O)C3CCCCN3C(=O)C(=O)C1(O2)O)C(C)CC4CCC(C(C4)OC)O)C)C)O)OC)C)C)C)OC. Cell line: UO-31. Synergy scores: CSS=36.5, Synergy_ZIP=-6.93, Synergy_Bliss=-7.74, Synergy_Loewe=1.66, Synergy_HSA=2.69. (5) Drug 1: C1CC2CC3=C(CC1C24CN(S(=O)(=O)N4)CC(F)(F)F)C=CC(=C3)C=CCN5CCC(CC5)C(F)(F)F. Drug 2: CC1OCC2C(O1)C(C(C(O2)OC3C4COC(=O)C4C(C5=CC6=C(C=C35)OCO6)C7=CC(=C(C(=C7)OC)O)OC)O)O. Cell line: UACC62. Synergy scores: CSS=44.7, Synergy_ZIP=-3.47, Synergy_Bliss=-1.06, Synergy_Loewe=2.27, Synergy_HSA=6.60. (6) Drug 1: CN(C)C(=N)N=C(N)N. Drug 2: CC(C)(C1=NC(=CC=C1)N2C3=NC(=NC=C3C(=O)N2CC=C)NC4=CC=C(C=C4)N5CCN(CC5)C)O. Cell line: UACC62. Synergy scores: CSS=23.3, Synergy_ZIP=2.68, Synergy_Bliss=5.82, Synergy_Loewe=0.188, Synergy_HSA=4.32. (7) Drug 1: CNC(=O)C1=CC=CC=C1SC2=CC3=C(C=C2)C(=NN3)C=CC4=CC=CC=N4. Drug 2: CCC1(C2=C(COC1=O)C(=O)N3CC4=CC5=C(C=CC(=C5CN(C)C)O)N=C4C3=C2)O.Cl. Cell line: MDA-MB-435. Synergy scores: CSS=8.02, Synergy_ZIP=-0.224, Synergy_Bliss=2.31, Synergy_Loewe=-52.6, Synergy_HSA=0.616.